This data is from Reaction yield outcomes from USPTO patents with 853,638 reactions. The task is: Predict the reaction yield, written as a fraction of the theoretical maximum amount of product (1.0 means a 100% yield; for example, 0.34 means a 34% yield). (1) The catalyst is CN(C=O)C.O. The reactants are [C:1]([C:3]1[CH:8]=[CH:7][C:6]([C:9]2[N:13]3[CH:14]=[C:15]([C:18]4[CH:26]=[CH:25][C:21]([C:22](O)=[O:23])=[C:20]([CH3:27])[CH:19]=4)[N:16]=[CH:17][C:12]3=[N:11][CH:10]=2)=[CH:5][CH:4]=1)#[N:2].CN(C(ON1N=NC2C=CC=NC1=2)=[N+](C)C)C.F[P-](F)(F)(F)(F)F.CN1CCOCC1.Cl.[NH:60]1[CH2:65][CH2:64][CH:63]([NH:66][C:67](=[O:73])[O:68][C:69]([CH3:72])([CH3:71])[CH3:70])[CH2:62][CH2:61]1. The yield is 0.830. The product is [C:1]([C:3]1[CH:4]=[CH:5][C:6]([C:9]2[N:13]3[CH:14]=[C:15]([C:18]4[CH:26]=[CH:25][C:21]([C:22]([N:60]5[CH2:61][CH2:62][CH:63]([NH:66][C:67](=[O:73])[O:68][C:69]([CH3:70])([CH3:72])[CH3:71])[CH2:64][CH2:65]5)=[O:23])=[C:20]([CH3:27])[CH:19]=4)[N:16]=[CH:17][C:12]3=[N:11][CH:10]=2)=[CH:7][CH:8]=1)#[N:2]. (2) The reactants are [CH2:1]([C:5]1[N:6]=[C:7]([CH2:27][OH:28])[NH:8][C:9](=[O:26])[C:10]=1[CH2:11][C:12]1[CH:17]=[CH:16][C:15]([C:18]2[C:19]([C:24]#[N:25])=[CH:20][CH:21]=[CH:22][CH:23]=2)=[CH:14][CH:13]=1)[CH2:2][CH2:3][CH3:4].C(=O)([O-])[O-].[Cs+].[Cs+].Br.Br[CH2:37][C:38]1[CH:43]=[CH:42][CH:41]=[CH:40][N:39]=1.CN(C)C=O. The catalyst is C(OCC)(=O)C. The product is [CH2:1]([C:5]1[N:6]=[C:7]([CH2:27][OH:28])[N:8]([CH2:37][C:38]2[CH:43]=[CH:42][CH:41]=[CH:40][N:39]=2)[C:9](=[O:26])[C:10]=1[CH2:11][C:12]1[CH:17]=[CH:16][C:15]([C:18]2[C:19]([C:24]#[N:25])=[CH:20][CH:21]=[CH:22][CH:23]=2)=[CH:14][CH:13]=1)[CH2:2][CH2:3][CH3:4]. The yield is 0.500. (3) The reactants are [CH2:1]([O:3]C1C=CC2C(=CC=CC=2)N1C(OCC)=O)[CH3:2].C(O)(=O)C.[NH:23]([C:25]([C:27]1[C:28]([N:36]2[CH2:41][CH2:40][N:39]([C:42]([O:44][C:45]([CH3:48])([CH3:47])[CH3:46])=[O:43])[CH2:38][CH2:37]2)=[C:29]2[CH:35]=[CH:34][NH:33][C:30]2=[N:31][CH:32]=1)=[O:26])[NH2:24]. The catalyst is C1COCC1.C(#N)C. The product is [C:1]([NH:24][NH:23][C:25]([C:27]1[C:28]([N:36]2[CH2:41][CH2:40][N:39]([C:42]([O:44][C:45]([CH3:48])([CH3:47])[CH3:46])=[O:43])[CH2:38][CH2:37]2)=[C:29]2[CH:35]=[CH:34][NH:33][C:30]2=[N:31][CH:32]=1)=[O:26])(=[O:3])[CH3:2]. The yield is 0.719. (4) The reactants are [CH2:1]([N:8]1[CH2:14][C:13]2[N:15]=[CH:16][C:17](Cl)=[N:18][C:12]=2[O:11][CH2:10][CH2:9]1)[C:2]1[CH:7]=[CH:6][CH:5]=[CH:4][CH:3]=1.[CH3:20][CH:21]([SH:23])[CH3:22].C(=O)([O-])[O-].[K+].[K+].O. The catalyst is CN(C=O)C. The product is [CH2:1]([N:8]1[CH2:14][C:13]2[N:15]=[CH:16][C:17]([S:23][CH:21]([CH3:22])[CH3:20])=[N:18][C:12]=2[O:11][CH2:10][CH2:9]1)[C:2]1[CH:7]=[CH:6][CH:5]=[CH:4][CH:3]=1. The yield is 0.320. (5) The reactants are [OH-].[Li+].[Br:3][C:4]1[CH:13]=[CH:12][C:7]([C:8]([O:10]C)=[O:9])=[CH:6][C:5]=1[O:14][CH:15]([CH3:17])[CH3:16].Cl. The catalyst is O.O1CCCC1. The product is [Br:3][C:4]1[CH:13]=[CH:12][C:7]([C:8]([OH:10])=[O:9])=[CH:6][C:5]=1[O:14][CH:15]([CH3:17])[CH3:16]. The yield is 0.850.